This data is from Catalyst prediction with 721,799 reactions and 888 catalyst types from USPTO. The task is: Predict which catalyst facilitates the given reaction. (1) Reactant: [Br:1]Br.[C:3]1([C:9]2[C:23]3[C:22]4[C:24]5[C:18]([CH:19]=[CH:20][CH:21]=4)=[CH:17][CH:16]=[CH:15][C:14]=5[C:13]=3[C:12]([C:25]3[CH:30]=[CH:29][CH:28]=[CH:27][CH:26]=3)=[C:11]3[C:31](=[O:38])[N:32]([CH2:35][CH2:36][CH3:37])[C:33](=[O:34])[C:10]=23)[CH:8]=[CH:7][CH:6]=[CH:5][CH:4]=1.II. Product: [Br:1][C:19]1[CH:20]=[CH:21][C:22]2=[C:24]3[C:18]=1[CH:17]=[CH:16][CH:15]=[C:14]3[C:13]1[C:12]([C:25]3[CH:30]=[CH:29][CH:28]=[CH:27][CH:26]=3)=[C:11]3[C:31](=[O:38])[N:32]([CH2:35][CH2:36][CH3:37])[C:33](=[O:34])[C:10]3=[C:9]([C:3]3[CH:8]=[CH:7][CH:6]=[CH:5][CH:4]=3)[C:23]=12. The catalyst class is: 15. (2) Reactant: [CH:1]1([CH2:7][C@H:8]([NH:12][C:13](=[O:19])[O:14][C:15]([CH3:18])([CH3:17])[CH3:16])[C@H:9]2[CH2:11][O:10]2)[CH2:6][CH2:5][CH2:4][CH2:3][CH2:2]1.[N-:20]=[N+:21]=[N-:22].[Na+].[Cl-].[NH4+]. Product: [C:15]([O:14][C:13]([NH:12][C@@H:8]([CH2:7][CH:1]1[CH2:6][CH2:5][CH2:4][CH2:3][CH2:2]1)[C@H:9]([OH:10])[CH2:11][N:20]=[N+:21]=[N-:22])=[O:19])([CH3:18])([CH3:17])[CH3:16]. The catalyst class is: 5. (3) Reactant: [Cl:1][C:2]1[CH:3]=[CH:4][C:5]([O:33][CH:34]([F:36])[F:35])=[C:6]([C:8]2[N:12](COCC[Si](C)(C)C)[N:11]=[CH:10][C:9]=2[NH:21][C:22]([C:24]2[CH:25]=[N:26][N:27]3[CH:32]=[CH:31][CH:30]=[N:29][C:28]=23)=[O:23])[CH:7]=1.Cl. Product: [Cl:1][C:2]1[CH:3]=[CH:4][C:5]([O:33][CH:34]([F:36])[F:35])=[C:6]([C:8]2[C:9]([NH:21][C:22]([C:24]3[CH:25]=[N:26][N:27]4[CH:32]=[CH:31][CH:30]=[N:29][C:28]=34)=[O:23])=[CH:10][NH:11][N:12]=2)[CH:7]=1. The catalyst class is: 5. (4) The catalyst class is: 7. Reactant: [CH3:1][C:2]1([CH3:15])[C:11]2[C:6](=[CH:7][C:8]([CH3:13])=[CH:9][C:10]=2[CH3:12])[O:5][C:4](=[O:14])[CH2:3]1.[H-].[Al+3].[Li+].[H-].[H-].[H-]. Product: [OH:14][CH2:4][CH2:3][C:2]([C:11]1[C:10]([CH3:12])=[CH:9][C:8]([CH3:13])=[CH:7][C:6]=1[OH:5])([CH3:15])[CH3:1]. (5) Reactant: [CH3:1][C:2]1[CH:11]=[CH:10][C:5]([C:6]([O:8]C)=[O:7])=[CH:4][C:3]=1[C:12]1[CH:17]=[C:16]([N:18]2[CH2:23][CH2:22][O:21][CH2:20][CH2:19]2)[N:15]([CH3:24])[C:14](=[O:25])[CH:13]=1.C1COCC1.[OH-].[Li+].Cl. Product: [CH3:1][C:2]1[CH:11]=[CH:10][C:5]([C:6]([OH:8])=[O:7])=[CH:4][C:3]=1[C:12]1[CH:17]=[C:16]([N:18]2[CH2:19][CH2:20][O:21][CH2:22][CH2:23]2)[N:15]([CH3:24])[C:14](=[O:25])[CH:13]=1. The catalyst class is: 6. (6) Reactant: [Cl:1][C:2]1[C:10]([C:11]([F:14])([F:13])[F:12])=[CH:9][CH:8]=[CH:7][C:3]=1[C:4](O)=[O:5].CN(C)C=O.C(Cl)(=O)C([Cl:23])=O. Product: [Cl:1][C:2]1[C:10]([C:11]([F:14])([F:13])[F:12])=[CH:9][CH:8]=[CH:7][C:3]=1[C:4]([Cl:23])=[O:5]. The catalyst class is: 7. (7) Reactant: C[N:2]([CH3:12])[CH:3]=[C:4]([N+:10]#[C-:11])[C:5]([O:7][CH2:8][CH3:9])=[O:6].N[CH:14]1[CH:21]2[CH2:22][CH:17]3C[CH:19]([CH2:23][CH:15]1[CH2:16]3)[CH2:20]2.C(O)CCC. Product: [CH:19]12[CH2:23][CH:15]3[CH2:14][CH:21]([CH2:22][CH:17]([CH2:16]3)[CH:12]1[N:2]1[CH:3]=[C:4]([C:5]([O:7][CH2:8][CH3:9])=[O:6])[N:10]=[CH:11]1)[CH2:20]2. The catalyst class is: 6.